The task is: Predict the reactants needed to synthesize the given product.. This data is from Full USPTO retrosynthesis dataset with 1.9M reactions from patents (1976-2016). (1) Given the product [CH3:5][O:4][N:3]([CH3:2])[C:28]([C:19]1[C:20]2[CH2:26][CH2:25][CH2:24][CH2:23][C:22](=[O:27])[C:21]=2[N:17]([CH3:16])[N:18]=1)=[O:30], predict the reactants needed to synthesize it. The reactants are: Cl.[CH3:2][NH:3][O:4][CH3:5].[Li]N([Si](C)(C)C)[Si](C)(C)C.[CH3:16][N:17]1[C:21]2[C:22](=[O:27])[CH2:23][CH2:24][CH2:25][CH2:26][C:20]=2[C:19]([C:28]([O:30]CC)=O)=[N:18]1. (2) The reactants are: [Cl:1][C:2]1[CH:7]=[CH:6][C:5]([C@H:8]([C:21]([N:23]2[CH2:28][CH2:27][N:26]([C:29]3[C:34]([C:35]4[O:36][C:37]([CH3:40])=[N:38][N:39]=4)=[CH:33][N:32]=[C:31]4[NH:41][CH:42]=[CH:43][C:30]=34)[CH2:25][CH2:24]2)=[O:22])[CH2:9][N:10]([CH:18]([CH3:20])[CH3:19])C(=O)OC(C)(C)C)=[CH:4][CH:3]=1. Given the product [Cl:1][C:2]1[CH:3]=[CH:4][C:5]([C@@H:8]([CH2:9][NH:10][CH:18]([CH3:20])[CH3:19])[C:21]([N:23]2[CH2:24][CH2:25][N:26]([C:29]3[C:34]([C:35]4[O:36][C:37]([CH3:40])=[N:38][N:39]=4)=[CH:33][N:32]=[C:31]4[NH:41][CH:42]=[CH:43][C:30]=34)[CH2:27][CH2:28]2)=[O:22])=[CH:6][CH:7]=1, predict the reactants needed to synthesize it.